From a dataset of Forward reaction prediction with 1.9M reactions from USPTO patents (1976-2016). Predict the product of the given reaction. (1) The product is: [F:19][C:16]1[CH:17]=[CH:18][C:13]([C:11]2[O:1][N:2]=[C:3]([C:4]3[CH:9]=[N:8][CH:7]=[CH:6][N:5]=3)[CH:12]=2)=[CH:14][CH:15]=1. Given the reactants [OH:1][N:2]=[C:3](Cl)[C:4]1[CH:9]=[N:8][CH:7]=[CH:6][N:5]=1.[C:11]([C:13]1[CH:18]=[CH:17][C:16]([F:19])=[CH:15][CH:14]=1)#[CH:12].N, predict the reaction product. (2) Given the reactants [Br:1][C:2]1[N:6]=[C:5](Br)[N:4]([CH2:8][C:9]([CH3:12])([OH:11])[CH3:10])[N:3]=1.[C:13]1([CH:19]2[CH2:22][NH:21][CH2:20]2)[CH:18]=[CH:17][CH:16]=[CH:15][CH:14]=1.C(N(CC)C(C)C)(C)C, predict the reaction product. The product is: [Br:1][C:2]1[N:6]=[C:5]([N:21]2[CH2:22][CH:19]([C:13]3[CH:18]=[CH:17][CH:16]=[CH:15][CH:14]=3)[CH2:20]2)[N:4]([CH2:8][C:9]([CH3:12])([OH:11])[CH3:10])[N:3]=1. (3) Given the reactants C([O:8][CH2:9][CH2:10][N:11]1[CH2:15][C@H:14]([CH3:16])[O:13][C:12]1=[O:17])C1C=CC=CC=1, predict the reaction product. The product is: [OH:8][CH2:9][CH2:10][N:11]1[CH2:15][C@H:14]([CH3:16])[O:13][C:12]1=[O:17]. (4) Given the reactants C1(C)C=CC(S(O)(=O)=O)=CC=1.[CH3:12][C:13]1[CH:14]=[C:15]([CH:33]=[CH:34][CH:35]=1)[C:16]([C:18]1[CH:23]=[CH:22][CH:21]=[C:20]([C:24](=O)[C:25]2[CH:30]=[CH:29][CH:28]=[C:27]([CH3:31])[CH:26]=2)[CH:19]=1)=[O:17].[NH2:36][NH:37][C:38]([NH2:40])=[S:39], predict the reaction product. The product is: [CH3:12][C:13]1[CH:14]=[C:15]([CH:33]=[CH:34][CH:35]=1)[C:16]([C:18]1[CH:23]=[CH:22][CH:21]=[C:20]([C:24](=[N:36][NH:37][C:38]([NH2:40])=[S:39])[C:25]2[CH:30]=[CH:29][CH:28]=[C:27]([CH3:31])[CH:26]=2)[CH:19]=1)=[O:17]. (5) Given the reactants [F:1][C:2]1[CH:3]=[C:4]2[C:9](=[CH:10][C:11]=1[F:12])[N:8]1[CH:13]=[CH:14][N:15]=[C:7]1[C:6](=O)[NH:5]2.C[Si](C)(C)N[Si](C)(C)C.S([O-])([O-])(=O)=O.[NH4+].[NH4+].[NH2:33][CH2:34][CH2:35][CH2:36][OH:37], predict the reaction product. The product is: [F:1][C:2]1[CH:3]=[C:4]2[C:9](=[CH:10][C:11]=1[F:12])[N:8]1[CH:13]=[CH:14][N:15]=[C:7]1[C:6]([NH:33][CH2:34][CH2:35][CH2:36][OH:37])=[N:5]2. (6) Given the reactants [CH2:1]1[C:9]2[C:4](=[CH:5][CH:6]=[CH:7][CH:8]=2)[CH2:3][CH2:2]1.[Cl:10][S:11](O)(=[O:13])=[O:12], predict the reaction product. The product is: [CH2:1]1[C:9]2[C:4](=[CH:5][C:6]([S:11]([Cl:10])(=[O:13])=[O:12])=[CH:7][CH:8]=2)[CH2:3][CH2:2]1. (7) The product is: [CH3:1][O:2][C:3](=[O:39])[C:4]1[CH:9]=[CH:8][C:7]([NH:10][C:11](=[O:38])[C:12]([OH:30])([C:26]([F:28])([F:29])[F:27])[CH2:13][C:14]([C:17]2[CH:22]=[C:21]([F:23])[CH:20]=[CH:19][C:18]=2[O:24][CH3:25])([CH3:16])[CH3:15])=[N:6][CH:5]=1. Given the reactants [CH3:1][O:2][C:3](=[O:39])[C:4]1[CH:9]=[CH:8][C:7]([NH:10][C:11](=[O:38])[C:12]([O:30]CC2C=CC=CC=2)([C:26]([F:29])([F:28])[F:27])[CH2:13][C:14]([C:17]2[CH:22]=[C:21]([F:23])[CH:20]=[CH:19][C:18]=2[O:24][CH3:25])([CH3:16])[CH3:15])=[N:6][CH:5]=1.C(OC(C(F)(F)F)(CC(C1C=C(F)C=CC=1OC)(C)C)C(Cl)=O)C1C=CC=CC=1.NC1N=CC=CC=1C(O)=O.C([O-])=O.[NH4+], predict the reaction product.